Dataset: Full USPTO retrosynthesis dataset with 1.9M reactions from patents (1976-2016). Task: Predict the reactants needed to synthesize the given product. (1) Given the product [NH2:6][C:7](=[N:21][OH:22])[CH2:8][CH:9]1[CH2:14][CH2:13][N:12]([C:15]([O:17][C:18]([CH3:2])([CH3:20])[CH3:19])=[O:16])[CH2:11][CH2:10]1, predict the reactants needed to synthesize it. The reactants are: S([O-])(=O)(=O)[CH3:2].[NH2:6][C:7](=[N:21][OH:22])[CH2:8][CH:9]1[CH2:14][CH2:13][N:12]([C:15]([O:17][CH:18]([CH3:20])[CH3:19])=[O:16])[CH2:11][CH2:10]1. (2) Given the product [CH3:28][N:27]([CH2:26][C:18]1[N:17]([CH3:16])[C:25]2[C:20]([CH:19]=1)=[CH:21][CH:22]=[CH:23][CH:24]=2)[C:13](=[O:15])/[CH:12]=[CH:11]/[C:7]1[CH:6]=[N:5][CH:10]=[CH:9][CH:8]=1, predict the reactants needed to synthesize it. The reactants are: C(Cl)CCl.[N:5]1[CH:10]=[CH:9][CH:8]=[C:7](/[CH:11]=[CH:12]/[C:13]([OH:15])=O)[CH:6]=1.[CH3:16][N:17]1[C:25]2[C:20](=[CH:21][CH:22]=[CH:23][CH:24]=2)[CH:19]=[C:18]1[CH2:26][NH:27][CH3:28].C1C=CC2N(O)N=NC=2C=1.O. (3) Given the product [C:1]([C:5]1[O:9][N:8]=[C:7]([NH:10][C:11]([NH:13][C:14]2[CH:19]=[CH:18][CH:17]=[C:16]([C:20]#[C:21][C:22]3[C:23](=[O:33])[NH:24][CH:25]=[N:26][CH:27]=3)[CH:15]=2)=[O:12])[CH:6]=1)([CH3:4])([CH3:3])[CH3:2], predict the reactants needed to synthesize it. The reactants are: [C:1]([C:5]1[O:9][N:8]=[C:7]([NH:10][C:11]([NH:13][C:14]2[CH:19]=[CH:18][CH:17]=[C:16]([C:20]#[C:21][C:22]3[C:23](Cl)=[N:24][CH:25]=[N:26][CH:27]=3)[CH:15]=2)=[O:12])[CH:6]=1)([CH3:4])([CH3:3])[CH3:2].Cl.C1C[O:33]CC1. (4) Given the product [Br:28][C:29]1[CH:37]=[C:36]2[C:32]([C:33]([CH3:38])([CH3:39])[CH2:34][N:35]2[Si:4]([CH:1]([CH3:2])[CH3:3])([CH:5]([CH3:6])[CH3:7])[CH:8]([CH3:9])[CH3:10])=[CH:31][C:30]=1[F:40], predict the reactants needed to synthesize it. The reactants are: [CH:1]([Si:4](OS(C(F)(F)F)(=O)=O)([CH:8]([CH3:10])[CH3:9])[CH:5]([CH3:7])[CH3:6])([CH3:3])[CH3:2].CCN(C(C)C)C(C)C.[Br:28][C:29]1[CH:37]=[C:36]2[C:32]([C:33]([CH3:39])([CH3:38])[CH2:34][NH:35]2)=[CH:31][C:30]=1[F:40]. (5) Given the product [CH:1]1([C:4]2[CH:9]=[CH:8][C:7]([CH:10]3[N:14]([CH2:15][CH2:16][C:17]4[CH:22]=[CH:21][C:20]([O:23][CH3:24])=[CH:19][CH:18]=4)[C:13](=[O:25])[C:12]4([CH2:26][CH2:27][N:28]([S:33]([CH3:32])(=[O:35])=[O:34])[CH2:29][CH2:30]4)[N:11]3[CH3:31])=[CH:6][CH:5]=2)[CH2:3][CH2:2]1, predict the reactants needed to synthesize it. The reactants are: [CH:1]1([C:4]2[CH:9]=[CH:8][C:7]([CH:10]3[N:14]([CH2:15][CH2:16][C:17]4[CH:22]=[CH:21][C:20]([O:23][CH3:24])=[CH:19][CH:18]=4)[C:13](=[O:25])[C:12]4([CH2:30][CH2:29][NH:28][CH2:27][CH2:26]4)[N:11]3[CH3:31])=[CH:6][CH:5]=2)[CH2:3][CH2:2]1.[CH3:32][S:33](Cl)(=[O:35])=[O:34].C(N(CC)CC)C. (6) The reactants are: [H-].[Al+3].[Li+].[H-].[H-].[H-].O1CCCC1.[C:12]([NH:15][C:16]1[CH:17]=[C:18]2[C:23](=[CH:24][CH:25]=1)[CH:22]=[C:21]([CH2:26][C:27](OC)=[O:28])[CH2:20][CH2:19]2)(=[O:14])[CH3:13]. Given the product [OH:28][CH2:27][CH2:26][C:21]1[CH2:20][CH2:19][C:18]2[CH:17]=[C:16]([NH:15][C:12](=[O:14])[CH3:13])[CH:25]=[CH:24][C:23]=2[CH:22]=1, predict the reactants needed to synthesize it. (7) The reactants are: [C:1]([C:3]1[CH:8]=[CH:7][CH:6]=[CH:5][C:4]=1[CH2:9][C:10]([O:12][CH3:13])=[O:11])#[CH:2].C(N(CC)CC)C.Cl[C:22]1[C:27]([C:28]([F:31])([F:30])[F:29])=[CH:26][N:25]=[C:24]([NH:32][C:33]2[CH:38]=[CH:37][C:36]([CH:39]3[CH2:44][CH2:43][N:42]([C:45]([O:47][C:48]([CH3:51])([CH3:50])[CH3:49])=[O:46])[CH2:41][CH2:40]3)=[CH:35][CH:34]=2)[N:23]=1.C1(P(C2C=CC=CC=2)C2C=CC=CC=2)C=CC=CC=1. Given the product [CH3:13][O:12][C:10](=[O:11])[CH2:9][C:4]1[CH:5]=[CH:6][CH:7]=[CH:8][C:3]=1[C:1]#[C:2][C:26]1[C:27]([C:28]([F:29])([F:30])[F:31])=[CH:22][N:23]=[C:24]([NH:32][C:33]2[CH:38]=[CH:37][C:36]([CH:39]3[CH2:40][CH2:41][N:42]([C:45]([O:47][C:48]([CH3:51])([CH3:50])[CH3:49])=[O:46])[CH2:43][CH2:44]3)=[CH:35][CH:34]=2)[N:25]=1, predict the reactants needed to synthesize it. (8) Given the product [Br:8][C:6]1[CH:7]=[C:2]([S:9]([NH:16][CH2:17][C:18]([O:20][CH2:21][CH3:22])=[O:19])(=[O:11])=[O:10])[CH:3]=[N:4][CH:5]=1, predict the reactants needed to synthesize it. The reactants are: Br[C:2]1[CH:3]=[N:4][CH:5]=[C:6]([Br:8])[CH:7]=1.[S:9](Cl)(Cl)(=[O:11])=[O:10].C([NH:16][CH2:17][C:18]([O-:20])=[O:19])C.[CH3:21][CH2:22]N(C(C)C)C(C)C.